This data is from Forward reaction prediction with 1.9M reactions from USPTO patents (1976-2016). The task is: Predict the product of the given reaction. (1) Given the reactants [CH3:1][O:2][C:3]1[CH:4]=[C:5]([CH2:13][CH2:14][C:15]([O:17]CC)=[O:16])[CH:6]=[CH:7][C:8]=1[O:9][CH2:10][C:11]#[CH:12].[OH-].[Li+].O1CCCC1, predict the reaction product. The product is: [CH3:1][O:2][C:3]1[CH:4]=[C:5]([CH2:13][CH2:14][C:15]([OH:17])=[O:16])[CH:6]=[CH:7][C:8]=1[O:9][CH2:10][C:11]#[CH:12]. (2) Given the reactants [NH2:1][C:2]1[CH:3]=[C:4]([N:8]2[C:12](=[O:13])[CH2:11][CH:10]([C:14]([NH:16][CH:17]([C:23]3[CH:28]=[C:27]([Cl:29])[CH:26]=[C:25]([Cl:30])[CH:24]=3)[CH2:18][C:19]([O:21]C)=[O:20])=[O:15])[CH2:9]2)[CH:5]=[CH:6][CH:7]=1.C(OC([N:38]1[CH2:42][CH2:41][N:40](C(OC(C)(C)C)=O)[C:39]1=S)=O)(C)(C)C, predict the reaction product. The product is: [Cl:29][C:27]1[CH:28]=[C:23]([CH:17]([NH:16][C:14]([CH:10]2[CH2:11][C:12](=[O:13])[N:8]([C:4]3[CH:5]=[CH:6][CH:7]=[C:2]([NH:1][C:39]4[NH:40][CH2:41][CH2:42][N:38]=4)[CH:3]=3)[CH2:9]2)=[O:15])[CH2:18][C:19]([OH:21])=[O:20])[CH:24]=[C:25]([Cl:30])[CH:26]=1. (3) The product is: [C:10]([C:14]1[CH:19]=[CH:18][C:17]([S:20]([NH:9][C:6]2[CH:7]=[N:8][C:3]([O:2][CH3:1])=[CH:4][CH:5]=2)(=[O:22])=[O:21])=[CH:16][CH:15]=1)([CH3:13])([CH3:11])[CH3:12]. Given the reactants [CH3:1][O:2][C:3]1[N:8]=[CH:7][C:6]([NH2:9])=[CH:5][CH:4]=1.[C:10]([C:14]1[CH:19]=[CH:18][C:17]([S:20](Cl)(=[O:22])=[O:21])=[CH:16][CH:15]=1)([CH3:13])([CH3:12])[CH3:11], predict the reaction product. (4) The product is: [ClH:41].[ClH:41].[C:27]([C:24]1[N:23]=[C:22]([NH:31][CH2:32][CH2:33][CH2:34][O:35][CH3:36])[C:21]([C:19]([N:14]([CH2:15][CH:16]([CH3:18])[CH3:17])[C@@H:12]2[CH2:13][NH:8][CH2:9][C@H:10]([C:37]([OH:39])=[O:38])[CH2:11]2)=[O:20])=[CH:26][N:25]=1)([CH3:29])([CH3:30])[CH3:28]. Given the reactants C(OC([N:8]1[CH2:13][C@@H:12]([N:14]([C:19]([C:21]2[C:22]([NH:31][CH2:32][CH2:33][CH2:34][O:35][CH3:36])=[N:23][C:24]([C:27]([CH3:30])([CH3:29])[CH3:28])=[N:25][CH:26]=2)=[O:20])[CH2:15][CH:16]([CH3:18])[CH3:17])[CH2:11][C@@H:10]([C:37]([OH:39])=[O:38])[CH2:9]1)=O)(C)(C)C.O.[ClH:41], predict the reaction product. (5) Given the reactants [F:1][C:2]1[CH:7]=[CH:6][CH:5]=[CH:4][C:3]=1[CH2:8][O:9][C:10]1[CH:15]=[CH:14][C:13]([C@H:16]2[CH2:20][CH2:19][C@:18]3([CH2:24][CH2:23][NH:22][C:21]3=[O:25])[N:17]2[C:26]([O:28][C:29]([CH3:32])([CH3:31])[CH3:30])=[O:27])=[CH:12][CH:11]=1.[H-].[Na+].I[CH3:36].O, predict the reaction product. The product is: [F:1][C:2]1[CH:7]=[CH:6][CH:5]=[CH:4][C:3]=1[CH2:8][O:9][C:10]1[CH:15]=[CH:14][C:13]([C@H:16]2[CH2:20][CH2:19][C@:18]3([CH2:24][CH2:23][N:22]([CH3:36])[C:21]3=[O:25])[N:17]2[C:26]([O:28][C:29]([CH3:32])([CH3:31])[CH3:30])=[O:27])=[CH:12][CH:11]=1. (6) The product is: [CH3:28][C:25]1[CH:26]=[CH:27][C:19]([N:2]2[N:3]=[CH:4][CH:5]=[N:1]2)=[C:20]([CH:24]=1)[C:21]([OH:23])=[O:22]. Given the reactants [NH:1]1[CH:5]=[CH:4][N:3]=[N:2]1.C(=O)([O-])[O-].[Cs+].[Cs+].CN(C)CCN.I[C:19]1[CH:27]=[CH:26][C:25]([CH3:28])=[CH:24][C:20]=1[C:21]([OH:23])=[O:22], predict the reaction product. (7) Given the reactants [NH2:1][C:2]1[CH:12]=[C:11]([O:13][CH2:14][CH3:15])[C:10]([O:16][CH2:17][CH3:18])=[CH:9][C:3]=1[C:4](OCC)=[O:5].Cl.[CH:20](N)=[NH:21], predict the reaction product. The product is: [CH2:17]([O:16][C:10]1[CH:9]=[C:3]2[C:2](=[CH:12][C:11]=1[O:13][CH2:14][CH3:15])[N:1]=[CH:20][NH:21][C:4]2=[O:5])[CH3:18]. (8) The product is: [Cl:3][S:14]([C:11]1[CH:12]=[CH:13][C:8]2[N:7]=[CH:6][S:5][C:9]=2[CH:10]=1)(=[O:17])=[O:15]. Given the reactants S(Cl)([Cl:3])=O.[S:5]1[C:9]2[CH:10]=[C:11]([S:14]([OH:17])(=O)=[O:15])[CH:12]=[CH:13][C:8]=2[N:7]=[CH:6]1.CN(C)C=O, predict the reaction product.